This data is from Full USPTO retrosynthesis dataset with 1.9M reactions from patents (1976-2016). The task is: Predict the reactants needed to synthesize the given product. (1) Given the product [CH3:1][O:2][C:3]1[CH:4]=[CH:5][C:6]2[S:9][CH:17]=[C:18]([CH3:19])[C:7]=2[CH:8]=1, predict the reactants needed to synthesize it. The reactants are: [CH3:1][O:2][C:3]1[CH:8]=[CH:7][C:6]([SH:9])=[CH:5][CH:4]=1.C([O-])([O-])=O.[K+].[K+].Cl[CH2:17][C:18](=O)[CH3:19]. (2) The reactants are: [NH:1]1[C@H:14]2[C@H:5]([CH2:6][CH2:7][C:8]3[C:13]2=[N:12][CH:11]=[CH:10][CH:9]=3)[CH2:4][CH2:3][CH2:2]1.C(=O)([O-])[O-].[K+].[K+].Cl[CH2:22][C:23]1[N:24]=[C:25]2[CH:30]=[CH:29][CH:28]=[C:27]([F:31])[N:26]2[CH:32]=1.[I-].[K+]. Given the product [F:31][C:27]1[N:26]2[CH:32]=[C:23]([CH2:22][N:12]3[C@H:13]4[C@H:8]([CH2:7][CH2:6][C:5]5[C:14]4=[N:1][CH:2]=[CH:3][CH:4]=5)[CH2:9][CH2:10][CH2:11]3)[N:24]=[C:25]2[CH:30]=[CH:29][CH:28]=1, predict the reactants needed to synthesize it.